From a dataset of Full USPTO retrosynthesis dataset with 1.9M reactions from patents (1976-2016). Predict the reactants needed to synthesize the given product. Given the product [F:20][C:21]([F:32])([F:31])[C:22]([NH:19][C:14]1[CH:13]=[C:12]2[C:17]([CH:18]=[C:10]([C:3]3[C:4]([O:8][CH3:9])=[N:5][CH:6]=[CH:7][C:2]=3[I:1])[NH:11]2)=[CH:16][CH:15]=1)=[O:23], predict the reactants needed to synthesize it. The reactants are: [I:1][C:2]1[CH:7]=[CH:6][N:5]=[C:4]([O:8][CH3:9])[C:3]=1[C:10]1[NH:11][C:12]2[C:17]([CH:18]=1)=[CH:16][CH:15]=[C:14]([NH2:19])[CH:13]=2.[F:20][C:21]([F:32])([F:31])[C:22](O[C:22](=[O:23])[C:21]([F:32])([F:31])[F:20])=[O:23].C(N(CC)CC)C.O.